From a dataset of Catalyst prediction with 721,799 reactions and 888 catalyst types from USPTO. Predict which catalyst facilitates the given reaction. Product: [Br:19][CH2:11][C:5]1[CH:4]=[C:3]([O:2][CH3:1])[CH:10]=[CH:9][C:6]=1[C:7]#[N:8]. The catalyst class is: 53. Reactant: [CH3:1][O:2][C:3]1[CH:10]=[CH:9][C:6]([C:7]#[N:8])=[C:5]([CH3:11])[CH:4]=1.C1C(=O)N([Br:19])C(=O)C1.